From a dataset of NCI-60 drug combinations with 297,098 pairs across 59 cell lines. Regression. Given two drug SMILES strings and cell line genomic features, predict the synergy score measuring deviation from expected non-interaction effect. (1) Drug 1: COC1=C2C(=CC3=C1OC=C3)C=CC(=O)O2. Drug 2: C1C(C(OC1N2C=NC3=C2NC=NCC3O)CO)O. Cell line: LOX IMVI. Synergy scores: CSS=-5.64, Synergy_ZIP=8.12, Synergy_Bliss=9.80, Synergy_Loewe=-4.36, Synergy_HSA=-3.30. (2) Drug 1: CC=C1C(=O)NC(C(=O)OC2CC(=O)NC(C(=O)NC(CSSCCC=C2)C(=O)N1)C(C)C)C(C)C. Drug 2: CC12CCC3C(C1CCC2O)C(CC4=C3C=CC(=C4)O)CCCCCCCCCS(=O)CCCC(C(F)(F)F)(F)F. Cell line: MDA-MB-435. Synergy scores: CSS=2.70, Synergy_ZIP=-1.12, Synergy_Bliss=0.165, Synergy_Loewe=-8.73, Synergy_HSA=-2.05. (3) Drug 1: CC(C1=C(C=CC(=C1Cl)F)Cl)OC2=C(N=CC(=C2)C3=CN(N=C3)C4CCNCC4)N. Drug 2: CN(CC1=CN=C2C(=N1)C(=NC(=N2)N)N)C3=CC=C(C=C3)C(=O)NC(CCC(=O)O)C(=O)O. Cell line: K-562. Synergy scores: CSS=53.5, Synergy_ZIP=-3.69, Synergy_Bliss=-9.32, Synergy_Loewe=-17.8, Synergy_HSA=-8.79. (4) Drug 1: CN(CC1=CN=C2C(=N1)C(=NC(=N2)N)N)C3=CC=C(C=C3)C(=O)NC(CCC(=O)O)C(=O)O. Drug 2: C1CN(CCN1C(=O)CCBr)C(=O)CCBr. Cell line: HOP-62. Synergy scores: CSS=36.2, Synergy_ZIP=-11.7, Synergy_Bliss=-4.23, Synergy_Loewe=-16.0, Synergy_HSA=-3.90. (5) Drug 1: C1CC(=O)NC(=O)C1N2CC3=C(C2=O)C=CC=C3N. Drug 2: CC(C)CN1C=NC2=C1C3=CC=CC=C3N=C2N. Cell line: A498. Synergy scores: CSS=-0.407, Synergy_ZIP=-1.07, Synergy_Bliss=0.267, Synergy_Loewe=-1.46, Synergy_HSA=-1.45. (6) Drug 1: C1=NC2=C(N1)C(=S)N=C(N2)N. Drug 2: C1=CC=C(C=C1)NC(=O)CCCCCCC(=O)NO. Cell line: SNB-75. Synergy scores: CSS=11.8, Synergy_ZIP=-5.06, Synergy_Bliss=-1.82, Synergy_Loewe=-9.09, Synergy_HSA=-0.928. (7) Drug 1: CC1=C2C(C(=O)C3(C(CC4C(C3C(C(C2(C)C)(CC1OC(=O)C(C(C5=CC=CC=C5)NC(=O)OC(C)(C)C)O)O)OC(=O)C6=CC=CC=C6)(CO4)OC(=O)C)O)C)O. Drug 2: CC1=C(C(=O)C2=C(C1=O)N3CC4C(C3(C2COC(=O)N)OC)N4)N. Cell line: M14. Synergy scores: CSS=43.8, Synergy_ZIP=-4.29, Synergy_Bliss=-3.61, Synergy_Loewe=0.939, Synergy_HSA=1.14.